Dataset: Reaction yield outcomes from USPTO patents with 853,638 reactions. Task: Predict the reaction yield, written as a fraction of the theoretical maximum amount of product (1.0 means a 100% yield; for example, 0.34 means a 34% yield). (1) The reactants are [OH:1][C:2]1[CH:19]=[CH:18][C:5]2[CH2:6][CH2:7][N:8]([C:11]([O:13][C:14]([CH3:17])([CH3:16])[CH3:15])=[O:12])[CH2:9][CH2:10][C:4]=2[CH:3]=1.C(=O)([O-])[O-].[K+].[K+].[I-].[K+].[CH2:28](Br)[C:29]1[CH:34]=[CH:33][CH:32]=[CH:31][CH:30]=1. The catalyst is CC(=O)CC. The product is [C:29]1([CH2:28][O:1][C:2]2[CH:19]=[CH:18][C:5]3[CH2:6][CH2:7][N:8]([C:11]([O:13][C:14]([CH3:16])([CH3:15])[CH3:17])=[O:12])[CH2:9][CH2:10][C:4]=3[CH:3]=2)[CH:34]=[CH:33][CH:32]=[CH:31][CH:30]=1. The yield is 1.00. (2) The reactants are [Br:1][C:2]1[CH:7]=[CH:6][N:5]=[C:4]2[NH:8][CH:9]=[CH:10][C:3]=12.FC(S(OS(C(F)(F)F)(=O)=O)(=O)=[O:16])(F)F.N1[C:30]2=[N+]([O-])C=C[CH:34]=[C:29]2[CH:28]=C1.CN(C)[CH:38]=[O:39]. The catalyst is [Br-].C([N+](CCCC)(CCCC)CCCC)CCC. The product is [Br:1][C:2]1[CH:7]=[CH:6][N:5]=[C:4]2[N:8]([C:38]([O:39][C:29]([CH3:30])([CH3:34])[CH3:28])=[O:16])[CH:9]=[CH:10][C:3]=12. The yield is 0.343. (3) The yield is 0.870. The product is [NH2:12][CH2:16][C@@H:17]([NH:25][C:26]([C:28]1[S:29][CH:30]=[C:31]([C:33]2[N:37]([CH3:38])[N:36]=[CH:35][N:34]=2)[CH:32]=1)=[O:27])[CH2:18][C:19]1[CH:24]=[CH:23][CH:22]=[CH:21][CH:20]=1. The reactants are C(O)(C(F)(F)F)=O.CC([N:12]([CH2:16][C@@H:17]([NH:25][C:26]([C:28]1[S:29][CH:30]=[C:31]([C:33]2[N:37]([CH3:38])[N:36]=[CH:35][N:34]=2)[CH:32]=1)=[O:27])[CH2:18][C:19]1[CH:24]=[CH:23][CH:22]=[CH:21][CH:20]=1)C(=O)[O-])(C)C. The catalyst is C(Cl)Cl. (4) The catalyst is C1C=CC([P]([Pd]([P](C2C=CC=CC=2)(C2C=CC=CC=2)C2C=CC=CC=2)([P](C2C=CC=CC=2)(C2C=CC=CC=2)C2C=CC=CC=2)[P](C2C=CC=CC=2)(C2C=CC=CC=2)C2C=CC=CC=2)(C2C=CC=CC=2)C2C=CC=CC=2)=CC=1.O. The product is [N+:8]([C:4]1[CH:5]=[CH:6][CH:7]=[C:2]([C:23]2[CH:28]=[CH:27][N:26]=[CH:25][CH:24]=2)[C:3]=1[NH:11][C:12](=[O:14])[CH3:13])([O-:10])=[O:9]. The yield is 0.550. The reactants are Br[C:2]1[CH:7]=[CH:6][CH:5]=[C:4]([N+:8]([O-:10])=[O:9])[C:3]=1[NH:11][C:12](=[O:14])[CH3:13].CC1(C)C(C)(C)OB([C:23]2[CH:28]=[CH:27][N:26]=[CH:25][CH:24]=2)O1.C([O-])([O-])=O.[Na+].[Na+].COCCOC. (5) The reactants are [Br:1][C:2]1[C:3]([CH3:9])=[C:4]([CH:6]=[CH:7][CH:8]=1)[NH2:5].C(=O)(O)[O-].[Na+].Br[CH2:16][C:17]([C:19]1[CH:24]=[CH:23][CH:22]=[CH:21][CH:20]=1)=[O:18]. The catalyst is C(#N)C. The product is [Br:1][C:2]1[C:3]([CH3:9])=[C:4]([NH:5][CH2:16][C:17]([C:19]2[CH:24]=[CH:23][CH:22]=[CH:21][CH:20]=2)=[O:18])[CH:6]=[CH:7][CH:8]=1. The yield is 0.670. (6) The reactants are [Cl:1][C:2]1[CH:10]=[CH:9][CH:8]=[C:7]([F:11])[C:3]=1[C:4]([OH:6])=O.C(Cl)(=O)C(Cl)=O.[NH:18]1[C:26]2[C:21](=[CH:22][N:23]=[CH:24][CH:25]=2)[CH:20]=[CH:19]1.C(N(CC)CC)C. The catalyst is ClCCl.C(OCC)(=O)C. The product is [Cl:1][C:2]1[CH:10]=[CH:9][CH:8]=[C:7]([F:11])[C:3]=1[C:4]([N:18]1[C:26]2[CH:25]=[CH:24][N:23]=[CH:22][C:21]=2[CH:20]=[CH:19]1)=[O:6]. The yield is 0.395. (7) The reactants are [CH3:1][C:2]1[C:19]([CH2:20][C:21]2[CH:26]=[CH:25][CH:24]=[C:23]([C:27]([F:30])([F:29])[F:28])[C:22]=2[CH3:31])=[C:5]2[N:6]=[C:7]([N:13]3[CH2:18][CH2:17][O:16][CH2:15][CH2:14]3)[CH:8]=[C:9]([C:10]([NH2:12])=O)[N:4]2[N:3]=1.COC(OC)[N:35]([CH3:37])C.O.[NH2:41]N.[OH-].[Na+].Cl. The catalyst is CCOC(C)=O.C1COCC1.C(O)(=O)C. The product is [CH3:1][C:2]1[C:19]([CH2:20][C:21]2[CH:26]=[CH:25][CH:24]=[C:23]([C:27]([F:30])([F:28])[F:29])[C:22]=2[CH3:31])=[C:5]2[N:6]=[C:7]([N:13]3[CH2:18][CH2:17][O:16][CH2:15][CH2:14]3)[CH:8]=[C:9]([C:10]3[N:12]=[CH:37][NH:35][N:41]=3)[N:4]2[N:3]=1. The yield is 0.460.